From a dataset of Forward reaction prediction with 1.9M reactions from USPTO patents (1976-2016). Predict the product of the given reaction. (1) Given the reactants C(OC(=O)[N:7]([CH2:16][C:17]1[CH:22]=[CH:21][C:20]([O:23][C:24]2[CH:29]=[N:28][C:27]([C:30](=[O:32])[NH2:31])=[CH:26][N:25]=2)=[CH:19][CH:18]=1)[CH2:8][CH2:9][C:10]1[CH:15]=[CH:14][CH:13]=[CH:12][CH:11]=1)(C)(C)C.C(O)(C(F)(F)F)=O, predict the reaction product. The product is: [CH2:8]([NH:7][CH2:16][C:17]1[CH:22]=[CH:21][C:20]([O:23][C:24]2[N:25]=[CH:26][C:27]([C:30]([NH2:31])=[O:32])=[N:28][CH:29]=2)=[CH:19][CH:18]=1)[CH2:9][C:10]1[CH:11]=[CH:12][CH:13]=[CH:14][CH:15]=1. (2) Given the reactants [OH:1][C:2]([C:4]([F:7])([F:6])[F:5])=[O:3].[F:8][C:9]1[CH:36]=[CH:35][C:12]([CH2:13][N:14]2[CH2:33][CH2:32][N:17]3[C:18](=[O:31])[N:19]([CH2:24][CH:25]4[CH2:30][O:29][CH2:28][CH2:27][NH:26]4)[C:20](=[O:23])[C:21]([OH:22])=[C:16]3[C:15]2=[O:34])=[CH:11][CH:10]=1.N1C=CC=CC=1.[C:43](OC(=O)C)(=[O:45])[CH3:44], predict the reaction product. The product is: [OH2:1].[C:13](#[N:14])[CH3:12].[C:2]([OH:3])([C:4]([F:7])([F:6])[F:5])=[O:1].[C:43]([N:26]1[CH2:27][CH2:28][O:29][CH2:30][CH:25]1[CH2:24][N:19]1[C:20](=[O:23])[C:21]([OH:22])=[C:16]2[C:15](=[O:34])[N:14]([CH2:13][C:12]3[CH:11]=[CH:10][C:9]([F:8])=[CH:36][CH:35]=3)[CH2:33][CH2:32][N:17]2[C:18]1=[O:31])(=[O:45])[CH3:44]. (3) Given the reactants [CH3:1][O:2][C:3]1[CH:22]=[CH:21][C:6]([CH2:7][C@@H:8]2[C:12]3=[N:13][C:14]4[CH:19]=[CH:18][CH:17]=[CH:16][C:15]=4[N:11]3[C:10](=[O:20])[NH:9]2)=[CH:5][CH:4]=1.[NH2:23][C@H:24]1[CH2:29][CH2:28][CH2:27][CH2:26][C@@H:25]1[OH:30], predict the reaction product. The product is: [NH:11]1[C:15]2[CH:16]=[CH:17][CH:18]=[CH:19][C:14]=2[N:13]=[C:12]1[C@H:8]([NH:9][C:10]([NH:23][C@H:24]1[CH2:29][CH2:28][CH2:27][CH2:26][C@@H:25]1[OH:30])=[O:20])[CH2:7][C:6]1[CH:21]=[CH:22][C:3]([O:2][CH3:1])=[CH:4][CH:5]=1. (4) Given the reactants [CH2:1]([N:3]([CH2:22][CH3:23])[CH2:4][CH2:5][O:6][C:7]1[C:20]2[C:11](=[C:12]3[C:17](=[CH:18][CH:19]=2)[CH:16]=[CH:15][CH:14]=[N:13]3)[N:10]=[C:9]([CH3:21])[CH:8]=1)[CH3:2].[O:24]1CCOCC1, predict the reaction product. The product is: [CH2:22]([N:3]([CH2:1][CH3:2])[CH2:4][CH2:5][O:6][C:7]1[C:20]2[C:11](=[C:12]3[C:17](=[CH:18][CH:19]=2)[CH:16]=[CH:15][CH:14]=[N:13]3)[N:10]=[C:9]([CH:21]=[O:24])[CH:8]=1)[CH3:23]. (5) The product is: [F:13][CH:12]([F:14])[C:11]([NH:22][CH2:23][CH:24]1[O:28][C:27](=[O:29])[N:26]([C:30]2[CH:35]=[CH:34][C:33]([N:36]3[CH:37]=[CH:38][C:39](=[O:42])[CH2:40][CH2:41]3)=[C:32]([F:43])[CH:31]=2)[CH2:25]1)=[S:15]. Given the reactants C1(C(C2C=CC=CC=2)CCO[C:11](=[S:15])[CH:12]([F:14])[F:13])C=CC=CC=1.[NH2:22][CH2:23][CH:24]1[O:28][C:27](=[O:29])[N:26]([C:30]2[CH:35]=[CH:34][C:33]([N:36]3[CH:41]=[CH:40][C:39](=[O:42])[CH2:38][CH2:37]3)=[C:32]([F:43])[CH:31]=2)[CH2:25]1, predict the reaction product. (6) Given the reactants [F:1][C:2]([F:34])([F:33])[C:3]1[CH:28]=[C:27]([C:29]([F:32])([F:31])[F:30])[CH:26]=[CH:25][C:4]=1[CH2:5][N:6]1[C:14]2[C:9](=[CH:10][C:11]([CH:15]=[C:16]3[S:20][C:19](SCC)=[N:18][C:17]3=[O:24])=[CH:12][CH:13]=2)[CH:8]=[N:7]1.[CH3:35][O:36][CH2:37][CH:38]1[N:42]([CH3:43])[CH2:41][CH:40]([NH:44][CH3:45])[CH2:39]1, predict the reaction product. The product is: [F:1][C:2]([F:34])([F:33])[C:3]1[CH:28]=[C:27]([C:29]([F:31])([F:32])[F:30])[CH:26]=[CH:25][C:4]=1[CH2:5][N:6]1[C:14]2[C:9](=[CH:10][C:11]([CH:15]=[C:16]3[S:20][C:19]([N:44]([CH:40]4[CH2:39][CH:38]([CH2:37][O:36][CH3:35])[N:42]([CH3:43])[CH2:41]4)[CH3:45])=[N:18][C:17]3=[O:24])=[CH:12][CH:13]=2)[CH:8]=[N:7]1. (7) Given the reactants [NH2:1][C@H:2]([C:7]([OH:9])=[O:8])[CH2:3][CH2:4][CH2:5][NH2:6].[NH2:10][C@H:11]([C:17]([OH:19])=[O:18])[CH2:12][CH2:13][C:14](=[O:16])[NH2:15].[O:20]=[CH:21][C@@H:22]([C@H:24]([C@@H:26]([C@@H:28]([CH2:30][OH:31])[OH:29])[OH:27])[OH:25])[OH:23], predict the reaction product. The product is: [NH2:1][C@H:2]([C:7]([OH:9])=[O:8])[CH2:3][CH2:4][CH2:5][NH2:6].[NH2:10][C@H:11]([C:17]([OH:19])=[O:18])[CH2:12][CH2:13][C:14](=[O:16])[NH2:15].[O:20]=[CH:21][C@@H:22]([C@H:24]([C@@H:26]([C@@H:28]([CH2:30][OH:31])[OH:29])[OH:27])[OH:25])[OH:23]. (8) Given the reactants [NH2:1][CH:2]1[CH2:10][C:9]2[C:4](=[CH:5][CH:6]=[CH:7][CH:8]=2)[CH2:3]1.C([O-])([O-])=O.[Na+].[Na+].[C:17](Cl)(=[O:19])[CH3:18], predict the reaction product. The product is: [CH2:3]1[C:4]2[C:9](=[CH:8][CH:7]=[CH:6][CH:5]=2)[CH2:10][CH:2]1[NH:1][C:17](=[O:19])[CH3:18]. (9) Given the reactants C12[N:8]([C:9]3C=N[C:16]4[C:11](=[CH:12]C=[CH:14][CH:15]=4)[N:10]=3)CC1CCNC2.[CH:19]12[CH2:25][NH:24][CH:23]1[CH2:22][N:21]([C:26]([C:28]1[CH:33]=[C:32]([CH3:34])[CH:31]=[CH:30][C:29]=1[N:35]1[N:39]=[CH:38][CH:37]=[N:36]1)=[O:27])[CH2:20]2.ClC1N=C(C)C=C(C)N=1, predict the reaction product. The product is: [CH3:12][C:11]1[CH:16]=[C:15]([CH3:14])[N:8]=[C:9]([N:24]2[CH2:25][CH:19]3[CH:23]2[CH2:22][N:21]([C:26]([C:28]2[CH:33]=[C:32]([CH3:34])[CH:31]=[CH:30][C:29]=2[N:35]2[N:39]=[CH:38][CH:37]=[N:36]2)=[O:27])[CH2:20]3)[N:10]=1. (10) Given the reactants [CH3:1][O:2][C:3]1[CH:8]=[CH:7][CH:6]=[CH:5][C:4]=1[C:9](=O)[CH3:10].[C:12]([CH2:14][C:15]([O:17][CH2:18][CH3:19])=[O:16])#[N:13].C([O-])(=O)C.[NH4+], predict the reaction product. The product is: [CH2:18]([O:17][C:15](=[O:16])[C:14]([C:12]#[N:13])=[C:9]([C:4]1[CH:5]=[CH:6][CH:7]=[CH:8][C:3]=1[O:2][CH3:1])[CH3:10])[CH3:19].